Task: Regression. Given a peptide amino acid sequence and an MHC pseudo amino acid sequence, predict their binding affinity value. This is MHC class II binding data.. Dataset: Peptide-MHC class II binding affinity with 134,281 pairs from IEDB (1) The peptide sequence is AAAAAYETAFAAIVP. The MHC is HLA-DQA10501-DQB10301 with pseudo-sequence HLA-DQA10501-DQB10301. The binding affinity (normalized) is 0.633. (2) The peptide sequence is VKREACPGTSVIIDG. The MHC is DRB3_0101 with pseudo-sequence DRB3_0101. The binding affinity (normalized) is 0.405. (3) The MHC is DRB1_1104 with pseudo-sequence DRB1_1104. The binding affinity (normalized) is 0. The peptide sequence is DPWFAHRTPMPKIQNVSSSD. (4) The peptide sequence is MGEAVQNTVEDLKLN. The MHC is HLA-DQA10501-DQB10301 with pseudo-sequence HLA-DQA10501-DQB10301. The binding affinity (normalized) is 0.309. (5) The peptide sequence is TVYVGIVTMLSPMLHK. The MHC is DRB3_0202 with pseudo-sequence DRB3_0202. The binding affinity (normalized) is 0.444. (6) The peptide sequence is DLILFDWPTHMLQLA. The MHC is HLA-DPA10201-DPB10501 with pseudo-sequence HLA-DPA10201-DPB10501. The binding affinity (normalized) is 0.234. (7) The peptide sequence is GMTGMLWETSLLDPE. The MHC is DRB1_0301 with pseudo-sequence DRB1_0301. The binding affinity (normalized) is 0.0419. (8) The peptide sequence is ALRVIAGALEVHAVK. The MHC is DRB1_0101 with pseudo-sequence DRB1_0101. The binding affinity (normalized) is 0.641. (9) The peptide sequence is YGGSWKLEGRWDGEE. The MHC is DRB1_0801 with pseudo-sequence DRB1_0801. The binding affinity (normalized) is 0.416.